Dataset: NCI-60 drug combinations with 297,098 pairs across 59 cell lines. Task: Regression. Given two drug SMILES strings and cell line genomic features, predict the synergy score measuring deviation from expected non-interaction effect. (1) Drug 1: CC1=C(C(CCC1)(C)C)C=CC(=CC=CC(=CC(=O)O)C)C. Drug 2: CC(C)CN1C=NC2=C1C3=CC=CC=C3N=C2N. Cell line: NCI-H226. Synergy scores: CSS=5.58, Synergy_ZIP=2.41, Synergy_Bliss=-3.27, Synergy_Loewe=-0.215, Synergy_HSA=-0.837. (2) Drug 1: C1=NC2=C(N1)C(=S)N=CN2. Drug 2: CCCCCOC(=O)NC1=NC(=O)N(C=C1F)C2C(C(C(O2)C)O)O. Cell line: OVCAR-4. Synergy scores: CSS=4.07, Synergy_ZIP=-3.40, Synergy_Bliss=-5.30, Synergy_Loewe=-4.31, Synergy_HSA=-3.61. (3) Drug 1: C1=CN(C(=O)N=C1N)C2C(C(C(O2)CO)O)O.Cl. Drug 2: C1=NC2=C(N=C(N=C2N1C3C(C(C(O3)CO)O)O)F)N. Cell line: TK-10. Synergy scores: CSS=28.7, Synergy_ZIP=-8.88, Synergy_Bliss=-1.61, Synergy_Loewe=-2.42, Synergy_HSA=3.39. (4) Drug 1: CC1C(C(CC(O1)OC2CC(OC(C2O)C)OC3=CC4=CC5=C(C(=O)C(C(C5)C(C(=O)C(C(C)O)O)OC)OC6CC(C(C(O6)C)O)OC7CC(C(C(O7)C)O)OC8CC(C(C(O8)C)O)(C)O)C(=C4C(=C3C)O)O)O)O. Drug 2: CC1C(C(CC(O1)OC2CC(CC3=C2C(=C4C(=C3O)C(=O)C5=CC=CC=C5C4=O)O)(C(=O)C)O)N)O. Synergy scores: CSS=63.2, Synergy_ZIP=22.4, Synergy_Bliss=24.0, Synergy_Loewe=11.3, Synergy_HSA=24.9. Cell line: UACC62. (5) Drug 1: C1=NC2=C(N1)C(=S)N=C(N2)N. Drug 2: C1CN(P(=O)(OC1)NCCCl)CCCl. Cell line: SK-MEL-5. Synergy scores: CSS=18.6, Synergy_ZIP=-0.564, Synergy_Bliss=-0.846, Synergy_Loewe=-26.6, Synergy_HSA=-2.08. (6) Drug 1: CC1=C(C(=O)C2=C(C1=O)N3CC4C(C3(C2COC(=O)N)OC)N4)N. Drug 2: C(CN)CNCCSP(=O)(O)O. Cell line: MDA-MB-231. Synergy scores: CSS=8.33, Synergy_ZIP=-0.563, Synergy_Bliss=4.60, Synergy_Loewe=-2.38, Synergy_HSA=-0.0916.